From a dataset of Forward reaction prediction with 1.9M reactions from USPTO patents (1976-2016). Predict the product of the given reaction. (1) Given the reactants [Br:1][C:2]1[C:17]([Cl:18])=[CH:16][C:5]([O:6][C:7]2[N:15]=[CH:14][CH:13]=[CH:12][C:8]=2[C:9]([OH:11])=O)=[C:4]([Cl:19])[CH:3]=1.C(N(C(C)C)C(C)C)C.[I-].ClC1C=CC=C[N+]=1C.[NH:38]1[C:47]2[C:42](=[CH:43][CH:44]=[CH:45][CH:46]=2)[CH2:41][CH2:40][CH2:39]1, predict the reaction product. The product is: [Br:1][C:2]1[C:17]([Cl:18])=[CH:16][C:5]([O:6][C:7]2[C:8]([C:9]([N:38]3[C:47]4[C:42](=[CH:43][CH:44]=[CH:45][CH:46]=4)[CH2:41][CH2:40][CH2:39]3)=[O:11])=[CH:12][CH:13]=[CH:14][N:15]=2)=[C:4]([Cl:19])[CH:3]=1. (2) The product is: [I:1][CH2:2][C:3]1[N:4]=[C:5]([C:14]2[CH:15]=[CH:16][CH:17]=[C:18]([C:29]([F:39])([F:38])[F:28])[CH:19]=2)[O:6][C:7]=1[CH3:8]. Given the reactants [I:1][CH2:2][C:3]1[N:4]=[C:5]([C:14]2[CH:19]=[CH:18][C:17](C)=[CH:16][CH:15]=2)[O:6][C:7]=1[C:8]1C=CC=CC=1.C/C(/C(C)=O)=N\O.[F:28][C:29]([F:39])([F:38])C1C=C(C=CC=1)C=O, predict the reaction product. (3) Given the reactants C(NC(C)C)(C)C.[Li]CCCC.[O:13]=[C:14]1[CH2:19][CH2:18][N:17]([C:20]([O:22][C:23]([CH3:26])([CH3:25])[CH3:24])=[O:21])[CH2:16][CH2:15]1.C1C=CC(N([S:34]([C:37]([F:40])([F:39])[F:38])(=[O:36])=[O:35])[S:34]([C:37]([F:40])([F:39])[F:38])(=[O:36])=[O:35])=CC=1, predict the reaction product. The product is: [F:38][C:37]([F:40])([F:39])[S:34]([O:13][C:14]1[CH2:19][CH2:18][N:17]([C:20]([O:22][C:23]([CH3:26])([CH3:25])[CH3:24])=[O:21])[CH2:16][CH:15]=1)(=[O:36])=[O:35]. (4) Given the reactants C(NC(C)C)(C)C.[Li]CCCC.[Cl:13][C:14]1[CH:19]=[CH:18][C:17]([C:20]2[S:21][CH:22]=[CH:23][N:24]=2)=[CH:16][CH:15]=1.[N:25]1[CH:30]=[CH:29][C:28]([C:31](=[O:33])[CH3:32])=[CH:27][CH:26]=1, predict the reaction product. The product is: [Cl:13][C:14]1[CH:15]=[CH:16][C:17]([C:20]2[S:21][C:22]([C:31]([C:28]3[CH:29]=[CH:30][N:25]=[CH:26][CH:27]=3)([OH:33])[CH3:32])=[CH:23][N:24]=2)=[CH:18][CH:19]=1. (5) Given the reactants [CH2:1]([N:3]([CH2:37][CH3:38])[CH2:4][CH2:5][CH2:6][NH:7][C:8]1[N:9]=[C:10]([C:27]2[CH:28]=[C:29]([CH:33]=[CH:34][C:35]=2[CH3:36])[C:30](O)=[O:31])[C:11]2[CH:17]=[CH:16][C:15](=[O:18])[N:14]([C:19]3[C:24]([F:25])=[CH:23][CH:22]=[CH:21][C:20]=3[F:26])[C:12]=2[N:13]=1)[CH3:2].CN(C(ON1N=NC2C=CC=CC1=2)=[N+](C)C)C.F[P-](F)(F)(F)(F)F.[NH2:63][CH:64]([CH2:67][OH:68])[CH2:65][OH:66], predict the reaction product. The product is: [CH2:1]([N:3]([CH2:37][CH3:38])[CH2:4][CH2:5][CH2:6][NH:7][C:8]1[N:9]=[C:10]([C:27]2[CH:28]=[C:29]([CH:33]=[CH:34][C:35]=2[CH3:36])[C:30]([NH:63][CH:64]([CH2:67][OH:68])[CH2:65][OH:66])=[O:31])[C:11]2[CH:17]=[CH:16][C:15](=[O:18])[N:14]([C:19]3[C:24]([F:25])=[CH:23][CH:22]=[CH:21][C:20]=3[F:26])[C:12]=2[N:13]=1)[CH3:2]. (6) The product is: [F:1][C:2]1[CH:3]=[C:4]([N:9]2[C:14](=[O:15])[C:13]([O:16][CH2:41][CH2:40][CH2:39][CH:38]([CH3:43])[CH3:37])=[C:12]([C:27]3[CH:28]=[CH:29][C:30]([S:33]([CH3:36])(=[O:34])=[O:35])=[CH:31][CH:32]=3)[CH:11]=[N:10]2)[CH:5]=[CH:6][C:7]=1[F:8]. Given the reactants [F:1][C:2]1[CH:3]=[C:4]([N:9]2[C:14](=[O:15])[C:13]([O:16]S(C3C=CC(C)=CC=3)(=O)=O)=[C:12]([C:27]3[CH:32]=[CH:31][C:30]([S:33]([CH3:36])(=[O:35])=[O:34])=[CH:29][CH:28]=3)[CH:11]=[N:10]2)[CH:5]=[CH:6][C:7]=1[F:8].[CH3:37][CH:38]([CH3:43])[CH2:39][CH2:40][CH2:41]O, predict the reaction product.